Predict the reactants needed to synthesize the given product. From a dataset of Full USPTO retrosynthesis dataset with 1.9M reactions from patents (1976-2016). Given the product [CH3:1][O:2][C:3](=[O:11])[CH2:4][N:5]([S:19]([C:16]1[CH:17]=[CH:18][C:13]([F:12])=[CH:14][CH:15]=1)(=[O:21])=[O:20])[CH2:6][CH:7]1[CH2:8][O:9][CH2:10]1, predict the reactants needed to synthesize it. The reactants are: [CH3:1][O:2][C:3](=[O:11])[CH2:4][NH:5][CH2:6][CH:7]1[CH2:10][O:9][CH2:8]1.[F:12][C:13]1[CH:18]=[CH:17][C:16]([S:19](Cl)(=[O:21])=[O:20])=[CH:15][CH:14]=1.CCN(C(C)C)C(C)C.